Dataset: CYP2D6 inhibition data for predicting drug metabolism from PubChem BioAssay. Task: Regression/Classification. Given a drug SMILES string, predict its absorption, distribution, metabolism, or excretion properties. Task type varies by dataset: regression for continuous measurements (e.g., permeability, clearance, half-life) or binary classification for categorical outcomes (e.g., BBB penetration, CYP inhibition). Dataset: cyp2d6_veith. The compound is Nc1ccc(N(S(=O)(=O)c2ccccc2)S(=O)(=O)c2ccccc2)c(Cl)c1. The result is 0 (non-inhibitor).